Task: Predict the product of the given reaction.. Dataset: Forward reaction prediction with 1.9M reactions from USPTO patents (1976-2016) (1) The product is: [Cl:14][CH2:15][CH2:16][CH2:17][CH2:18][N:8]1[C:7]2[CH:11]=[C:3]([C:1]#[N:2])[CH:4]=[CH:5][C:6]=2[N:10]=[CH:9]1. Given the reactants [C:1]([C:3]1[CH:4]=[CH:5][C:6]2[N:10]=[CH:9][NH:8][C:7]=2[CH:11]=1)#[N:2].[OH-].[Na+].[Cl:14][CH2:15][CH2:16][CH2:17][CH2:18]Br, predict the reaction product. (2) Given the reactants C([O:8][C:9]1[CH:10]=[C:11]([CH:23]=[CH:24][C:25]([O:27][CH2:28][CH3:29])=[O:26])[CH:12]=[CH:13][C:14]=1[O:15]CC1C=CC=CC=1)C1C=CC=CC=1, predict the reaction product. The product is: [OH:8][C:9]1[CH:10]=[C:11]([CH2:23][CH2:24][C:25]([O:27][CH2:28][CH3:29])=[O:26])[CH:12]=[CH:13][C:14]=1[OH:15]. (3) Given the reactants [CH3:1][C:2]1[CH:7]=[CH:6][C:5]([SH:8])=[CH:4][CH:3]=1.[H-].[Na+].[H][H].N1[C:26]2[C:17](=[CH:18][CH:19]=[C:20]3[C:25]=2[N:24]=[CH:23][CH:22]=[CH:21]3)C=CC=1.FC(F)(F)C(O)=O.[N:34]1C=C[CH:37]=[CH:36][CH:35]=1.O, predict the reaction product. The product is: [CH3:1][C:2]1[CH:7]=[CH:6][C:5]([S:8][C:26]2[CH:17]=[CH:18][CH:19]=[CH:20][C:25]=2[N:24]2[CH2:23][C@@H:22]([CH3:21])[NH:34][CH2:35][C@@H:36]2[CH3:37])=[CH:4][CH:3]=1. (4) Given the reactants [C:1]([O:4][CH2:5][C:6]([N:8]1[CH2:13][CH2:12][CH:11]([CH2:14][O:15][Si](C(C)(C)C)(C2C=CC=CC=2)C2C=CC=CC=2)[CH2:10][CH2:9]1)=[O:7])(=[O:3])[CH3:2].[F-].C([N+](CCCC)(CCCC)CCCC)CCC, predict the reaction product. The product is: [C:1]([O:4][CH2:5][C:6]([N:8]1[CH2:13][CH2:12][CH:11]([CH2:14][OH:15])[CH2:10][CH2:9]1)=[O:7])(=[O:3])[CH3:2]. (5) Given the reactants [F:1][CH2:2][C:3]([NH:7][C:8](=[O:17])[O:9][CH2:10]C1C=CC=CC=1)([CH3:6])CO.[H-].[Na+].CC(O)=O, predict the reaction product. The product is: [F:1][CH2:2][C:3]1([CH3:6])[CH2:10][O:9][C:8](=[O:17])[NH:7]1. (6) Given the reactants [O-]P([O-])([O-])=O.[K+].[K+].[K+].FC(F)(S(O[C:25]1[CH:34]=[CH:33][C:32]2[C:27](=[CH:28][CH:29]=[C:30]([C:35]3[CH:40]=[C:39]([N:41]4[CH:46]=[CH:45][C:44](=[O:47])[NH:43][C:42]4=[O:48])[CH:38]=[C:37]([C:49]([CH3:52])([CH3:51])[CH3:50])[C:36]=3[O:53][CH3:54])[CH:31]=2)[CH:26]=1)(=O)=O)C(F)(F)C(F)(F)C(F)(F)F.[CH3:56][S:57]([NH2:60])(=[O:59])=[O:58], predict the reaction product. The product is: [C:49]([C:37]1[C:36]([O:53][CH3:54])=[C:35]([C:30]2[CH:31]=[C:32]3[C:27](=[CH:28][CH:29]=2)[CH:26]=[C:25]([NH:60][S:57]([CH3:56])(=[O:59])=[O:58])[CH:34]=[CH:33]3)[CH:40]=[C:39]([N:41]2[CH:46]=[CH:45][C:44](=[O:47])[NH:43][C:42]2=[O:48])[CH:38]=1)([CH3:51])([CH3:50])[CH3:52].